From a dataset of Forward reaction prediction with 1.9M reactions from USPTO patents (1976-2016). Predict the product of the given reaction. (1) Given the reactants [CH3:1][S:2]([C:5]1[CH:10]=[CH:9][C:8]([C:11]2[CH:16]=[C:15]([CH2:17][C:18]([C:20]3[CH:25]=[CH:24][CH:23]=[C:22]([CH3:26])[N:21]=3)=O)[CH:14]=[CH:13][N:12]=2)=[CH:7][CH:6]=1)(=[O:4])=[O:3].[NH+]1C=CC=CC=1.[NH2:33][C:34]([NH2:36])=[S:35], predict the reaction product. The product is: [CH3:1][S:2]([C:5]1[CH:10]=[CH:9][C:8]([C:11]2[CH:16]=[C:15]([C:17]3[S:35][C:34]([NH2:36])=[N:33][C:18]=3[C:20]3[CH:25]=[CH:24][CH:23]=[C:22]([CH3:26])[N:21]=3)[CH:14]=[CH:13][N:12]=2)=[CH:7][CH:6]=1)(=[O:4])=[O:3]. (2) The product is: [N:25]1[CH:26]=[CH:27][CH:28]=[C:23]([C:20]2[CH:21]=[C:22]3[C:12]4[C:13](=[N:14][CH:15]=[C:10]([O:6][CH2:1][C:2]([F:5])([F:4])[F:3])[CH:11]=4)[NH:16][C:17]3=[CH:18][N:19]=2)[CH:24]=1. Given the reactants [CH2:1]([OH:6])[C:2]([F:5])([F:4])[F:3].[H-].[Na+].Br[C:10]1[CH:11]=[C:12]2[C:22]3[C:17](=[CH:18][N:19]=[C:20]([C:23]4[CH:24]=[N:25][CH:26]=[CH:27][CH:28]=4)[CH:21]=3)[NH:16][C:13]2=[N:14][CH:15]=1, predict the reaction product. (3) Given the reactants [CH3:1][O:2][C:3](=[O:21])[CH2:4][C@H:5]([C:14]1[CH:19]=[CH:18][C:17](Br)=[CH:16][CH:15]=1)[NH:6][C:7]([O:9][C:10]([CH3:13])([CH3:12])[CH3:11])=[O:8].[C:22]([O-:25])(=[O:24])C.[K+].C1C=CC(P(C2C=CC=CC=2)CCCP(C2C=CC=CC=2)C2C=CC=CC=2)=CC=1.[C]=O, predict the reaction product. The product is: [C:10]([O:9][C:7]([NH:6][C@@H:5]([C:14]1[CH:19]=[CH:18][C:17]([C:22]([OH:25])=[O:24])=[CH:16][CH:15]=1)[CH2:4][C:3]([O:2][CH3:1])=[O:21])=[O:8])([CH3:13])([CH3:12])[CH3:11]. (4) The product is: [C:1]1([CH:7]2[C:15]3[C:10](=[CH:11][CH:12]=[CH:13][CH:14]=3)[CH2:9][N:8]2[C:16]([O:18][CH:19]2[CH:24]3[CH2:25][CH2:26][N:21]([CH2:22][CH2:23]3)[CH2:20]2)=[O:17])[CH:6]=[CH:5][CH:4]=[CH:3][CH:2]=1.[C:1]1([CH:7]2[C:15]3[C:10](=[CH:11][CH:12]=[CH:13][CH:14]=3)[CH2:9][N:8]2[C:16]([O:18][C:19]2([CH3:29])[CH:24]3[CH2:25][CH2:26][N:21]([CH2:22][CH2:23]3)[CH2:20]2)=[O:17])[CH:6]=[CH:5][CH:4]=[CH:3][CH:2]=1. Given the reactants [C:1]1([CH:7]2[C:15]3[C:10](=[CH:11][CH:12]=[CH:13][CH:14]=3)[CH2:9][N:8]2[C:16]([O:18][CH:19]2[CH:24]3[CH2:25][CH2:26][N:21]([CH2:22][CH2:23]3)[CH2:20]2)=[O:17])[CH:6]=[CH:5][CH:4]=[CH:3][CH:2]=1.CI.[C:29](#N)C, predict the reaction product. (5) Given the reactants [Br:1][C:2]1[CH:7]=[CH:6][C:5]([C:8]2[CH:13]=[CH:12][C:11]([C:14]([O:16][CH3:17])=[O:15])=[CH:10][C:9]=2[N+:18]([O-])=O)=[C:4]([C:21]#[N:22])[CH:3]=1.C1(P(C2C=CC=CC=2)C2C=CC=CC=2)C=CC=CC=1.C(Cl)Cl, predict the reaction product. The product is: [Br:1][C:2]1[CH:7]=[C:6]2[C:5]([C:8]3[CH:13]=[CH:12][C:11]([C:14]([O:16][CH3:17])=[O:15])=[CH:10][C:9]=3[NH:18]2)=[C:4]([C:21]#[N:22])[CH:3]=1. (6) Given the reactants C([O-])([O-])=O.[Cs+].[Cs+].Br[C:8]1[CH:9]=[C:10]([C:15]2[N:16]=[N:17][N:18]([CH:20]([CH3:22])[CH3:21])[CH:19]=2)[C:11]([NH2:14])=[N:12][CH:13]=1.C[O:24][C:25]([C:27]1[CH:32]=[CH:31][C:30](B(O)O)=[CH:29][C:28]=1[CH3:36])=[O:26].[Li+].[OH-], predict the reaction product. The product is: [NH2:14][C:11]1[N:12]=[CH:13][C:8]([C:30]2[CH:31]=[CH:32][C:27]([C:25]([OH:26])=[O:24])=[C:28]([CH3:36])[CH:29]=2)=[CH:9][C:10]=1[C:15]1[N:16]=[N:17][N:18]([CH:20]([CH3:22])[CH3:21])[CH:19]=1.